This data is from Reaction yield outcomes from USPTO patents with 853,638 reactions. The task is: Predict the reaction yield, written as a fraction of the theoretical maximum amount of product (1.0 means a 100% yield; for example, 0.34 means a 34% yield). (1) The yield is 0.600. The catalyst is C(Cl)Cl. The product is [C:33]([Si:20]([C:27]1[CH:32]=[CH:31][CH:30]=[CH:29][CH:28]=1)([C:21]1[CH:22]=[CH:23][CH:24]=[CH:25][CH:26]=1)[O:10][CH2:9][CH2:8][C:6]1[CH:7]=[C:2]([Cl:1])[C:3]([OH:12])=[C:4]([Cl:11])[CH:5]=1)([CH3:36])([CH3:34])[CH3:35]. The reactants are [Cl:1][C:2]1[CH:7]=[C:6]([CH2:8][CH2:9][OH:10])[CH:5]=[C:4]([Cl:11])[C:3]=1[OH:12].C(N(CC)CC)C.[Si:20](Cl)([C:33]([CH3:36])([CH3:35])[CH3:34])([C:27]1[CH:32]=[CH:31][CH:30]=[CH:29][CH:28]=1)[C:21]1[CH:26]=[CH:25][CH:24]=[CH:23][CH:22]=1. (2) The reactants are [H-].[Na+].C(OP([CH2:11][C:12]1[CH:17]=[CH:16][CH:15]=[C:14]([N+:18]([O-:20])=[O:19])[CH:13]=1)(OCC)=O)C.[O:21]1[C:25]2([CH2:30][CH2:29][C:28](=O)[CH2:27][CH2:26]2)[O:24][CH2:23][CH2:22]1. The catalyst is C1COCC1. The product is [N+:18]([C:14]1[CH:13]=[C:12]([CH:11]=[C:28]2[CH2:29][CH2:30][C:25]3([O:24][CH2:23][CH2:22][O:21]3)[CH2:26][CH2:27]2)[CH:17]=[CH:16][CH:15]=1)([O-:20])=[O:19]. The yield is 0.900. (3) The reactants are O=P(Cl)(Cl)Cl.[O:6]1[C:10]2[CH:11]=[CH:12][C:13]([C:15]3([C:18]([NH:20][C:21]4[CH:22]=[C:23]5[C:27](=[CH:28][CH:29]=4)[NH:26][C:25]([C:30]([CH3:33])([CH3:32])[CH3:31])=[CH:24]5)=[O:19])[CH2:17][CH2:16]3)=[CH:14][C:9]=2[O:8][CH2:7]1.CN([CH:37]=[O:38])C. No catalyst specified. The product is [O:6]1[C:10]2[CH:11]=[CH:12][C:13]([C:15]3([C:18]([NH:20][C:21]4[CH:22]=[C:23]5[C:27](=[CH:28][CH:29]=4)[NH:26][C:25]([C:30]([CH3:33])([CH3:32])[CH3:31])=[C:24]5[CH:37]=[O:38])=[O:19])[CH2:17][CH2:16]3)=[CH:14][C:9]=2[O:8][CH2:7]1. The yield is 0.610. (4) The reactants are [C:1]1([CH2:7][N:8]([C@@H:16]([CH2:25][C:26]2[CH:31]=[CH:30][CH:29]=[CH:28][CH:27]=2)[C@H:17]([OH:24])[CH2:18][NH:19][CH2:20][CH:21]([CH3:23])[CH3:22])[CH2:9][C:10]2[CH:15]=[CH:14][CH:13]=[CH:12][CH:11]=2)[CH:6]=[CH:5][CH:4]=[CH:3][CH:2]=1.C(O)(=O)C(O)=O.C(=O)([O-])[O-].[K+].[K+].[O:44]1[C:48]2[CH:49]=[CH:50][C:51]([S:53](Cl)(=[O:55])=[O:54])=[CH:52][C:47]=2[O:46][CH2:45]1. The catalyst is O1CCOCC1.O.C(OCC)(=O)C. The product is [O:44]1[C:48]2[CH:49]=[CH:50][C:51]([S:53]([N:19]([CH2:18][C@@H:17]([OH:24])[C@@H:16]([N:8]([CH2:9][C:10]3[CH:15]=[CH:14][CH:13]=[CH:12][CH:11]=3)[CH2:7][C:1]3[CH:2]=[CH:3][CH:4]=[CH:5][CH:6]=3)[CH2:25][C:26]3[CH:31]=[CH:30][CH:29]=[CH:28][CH:27]=3)[CH2:20][CH:21]([CH3:23])[CH3:22])(=[O:54])=[O:55])=[CH:52][C:47]=2[O:46][CH2:45]1. The yield is 1.05. (5) The reactants are C(=O)([O-])[O-].[K+].[K+].[NH2:7][C:8]1[C:23]([CH3:24])=[CH:22][C:21]([Cl:25])=[CH:20][C:9]=1[C:10]([N:12]=[S:13]([CH:17]([CH3:19])[CH3:18])[CH:14]([CH3:16])[CH3:15])=[O:11].[Cl:26][C:27]1[C:28]([N:33]2[C:37]([C:38](Cl)=[O:39])=[CH:36][C:35]([C:41]([F:44])([F:43])[F:42])=[N:34]2)=[N:29][CH:30]=[CH:31][CH:32]=1. The catalyst is C1(C)C=CC=CC=1.CCOC(C)=O.O. The product is [Cl:26][C:27]1[C:28]([N:33]2[C:37]([C:38]([NH:7][C:8]3[C:9]([C:10](=[O:11])[N:12]=[S:13]([CH:17]([CH3:18])[CH3:19])[CH:14]([CH3:16])[CH3:15])=[CH:20][C:21]([Cl:25])=[CH:22][C:23]=3[CH3:24])=[O:39])=[CH:36][C:35]([C:41]([F:44])([F:42])[F:43])=[N:34]2)=[N:29][CH:30]=[CH:31][CH:32]=1. The yield is 0.660.